This data is from Full USPTO retrosynthesis dataset with 1.9M reactions from patents (1976-2016). The task is: Predict the reactants needed to synthesize the given product. (1) Given the product [ClH:16].[CH3:14][NH:13][C:11](=[O:12])[C:9]([CH3:15])([CH3:10])[NH2:8], predict the reactants needed to synthesize it. The reactants are: CC(OC([NH:8][C:9]([CH3:15])([C:11]([NH:13][CH3:14])=[O:12])[CH3:10])=O)(C)C.[ClH:16]. (2) Given the product [NH2:8][C:6]1[N:7]=[C:2]([Cl:1])[C:3]2[CH:11]=[CH:10][N:9]([CH2:19][CH:20]3[CH2:25][CH2:24][N:23]([C:26]([O:28][C:29]([CH3:30])([CH3:32])[CH3:31])=[O:27])[CH2:22][CH2:21]3)[C:4]=2[N:5]=1, predict the reactants needed to synthesize it. The reactants are: [Cl:1][C:2]1[C:3]2[CH:11]=[CH:10][NH:9][C:4]=2[N:5]=[C:6]([NH2:8])[N:7]=1.C([O-])([O-])=O.[K+].[K+].Br[CH2:19][CH:20]1[CH2:25][CH2:24][N:23]([C:26]([O:28][C:29]([CH3:32])([CH3:31])[CH3:30])=[O:27])[CH2:22][CH2:21]1.[Br-]. (3) Given the product [Br:1][C:2]1[CH:3]=[C:4]2[S:19][C:18]([NH:17][CH2:20][C:21]3[CH:26]=[CH:25][C:24]([O:27][CH3:28])=[CH:23][CH:22]=3)=[C:8]([C:9]([O:11][CH2:12][CH3:13])=[O:10])[C:5]2=[N:6][CH:7]=1, predict the reactants needed to synthesize it. The reactants are: [Br:1][C:2]1[CH:3]=[C:4](F)[C:5]([CH2:8][C:9]([O:11][CH2:12][CH3:13])=[O:10])=[N:6][CH:7]=1.[H-].[Na+].[N:17]([CH2:20][C:21]1[CH:26]=[CH:25][C:24]([O:27][CH3:28])=[CH:23][CH:22]=1)=[C:18]=[S:19].O. (4) Given the product [CH3:26][O:25][C:23]1[CH:22]=[CH:21][N:20]=[C:19]([O:1][C@H:2]2[CH2:7][N:6]([C:8]([O:10][C:11]([CH3:14])([CH3:13])[CH3:12])=[O:9])[C@H:5]([CH3:15])[CH2:4][CH2:3]2)[CH:24]=1, predict the reactants needed to synthesize it. The reactants are: [OH:1][C@H:2]1[CH2:7][N:6]([C:8]([O:10][C:11]([CH3:14])([CH3:13])[CH3:12])=[O:9])[C@H:5]([CH3:15])[CH2:4][CH2:3]1.[H-].[Na+].F[C:19]1[CH:24]=[C:23]([O:25][CH3:26])[CH:22]=[CH:21][N:20]=1. (5) The reactants are: [CH2:1]([NH:5][C:6]([C:8]1[S:9][CH:10]=[CH:11][C:12]=1[C:13]([OH:15])=O)=[O:7])[CH2:2][CH2:3][CH3:4].C(NC(C1C=CSC=1C(O)=O)=O)CCC. Given the product [CH2:1]([N:5]1[C:13](=[O:15])[C:12]2[CH:11]=[CH:10][S:9][C:8]=2[C:6]1=[O:7])[CH2:2][CH2:3][CH3:4], predict the reactants needed to synthesize it. (6) Given the product [Cl:1][C:2]1[CH:3]=[C:4]([NH:9][CH:10]([C:12]([NH:15][CH:16]2[CH2:21][CH2:22][CH2:23][NH:20][C:18](=[O:19])[CH2:17]2)=[O:14])[CH3:11])[CH:5]=[CH:6][C:7]=1[Cl:8], predict the reactants needed to synthesize it. The reactants are: [Cl:1][C:2]1[CH:3]=[C:4]([NH:9][C@H:10]([C:12]([OH:14])=O)[CH3:11])[CH:5]=[CH:6][C:7]=1[Cl:8].[NH2:15][C@@H:16]([CH2:21][CH2:22][CH3:23])[CH:17]1[NH:20][C:18]1=[O:19].